From a dataset of Peptide-MHC class II binding affinity with 134,281 pairs from IEDB. Regression. Given a peptide amino acid sequence and an MHC pseudo amino acid sequence, predict their binding affinity value. This is MHC class II binding data. The peptide sequence is SCSKVDVNYAFLHATDLLPA. The MHC is DRB1_0401 with pseudo-sequence DRB1_0401. The binding affinity (normalized) is 0.399.